This data is from Reaction yield outcomes from USPTO patents with 853,638 reactions. The task is: Predict the reaction yield, written as a fraction of the theoretical maximum amount of product (1.0 means a 100% yield; for example, 0.34 means a 34% yield). (1) The reactants are CC([N:5]([CH:9]([CH2:19]O)[C:10]([CH3:18])([C:12]1[CH:17]=[CH:16][CH:15]=[CH:14][CH:13]=1)[CH3:11])[C:6](=[O:8])[O-:7])(C)C.C1(P([C:34]2[CH:39]=[CH:38]C=CC=2)C2C=CC=CC=2)C=CC=CC=1.[C:40]1(=[O:50])[NH:44][C:43](=[O:45])[C:42]2=[CH:46][CH:47]=[CH:48][CH:49]=[C:41]12.N(C(OCC)=O)=N[C:53](OCC)=O. The catalyst is C1COCC1.CO. The product is [O:45]=[C:43]1[C:42]2[C:41](=[CH:49][CH:48]=[CH:47][CH:46]=2)[C:40](=[O:50])[N:44]1[CH2:19][CH:9]([NH:5][C:6](=[O:8])[O:7][C:39]([CH3:38])([CH3:34])[CH3:53])[C:10]([CH3:11])([C:12]1[CH:13]=[CH:14][CH:15]=[CH:16][CH:17]=1)[CH3:18]. The yield is 0.640. (2) The reactants are [C:1]([C:4]1[C:5]([OH:15])=[CH:6][C:7]([OH:14])=[C:8]([CH:13]=1)[C:9]([O:11][CH3:12])=[O:10])(=[O:3])[CH3:2].C(=O)([O-])[O-].[K+].[K+].[CH2:22](Br)[C:23]1[CH:28]=[CH:27][CH:26]=[CH:25][CH:24]=1. The catalyst is C(#N)C. The product is [C:1]([C:4]1[C:5]([O:15][CH2:1][C:4]2[CH:5]=[CH:6][CH:7]=[CH:8][CH:13]=2)=[CH:6][C:7]([O:14][CH2:22][C:23]2[CH:28]=[CH:27][CH:26]=[CH:25][CH:24]=2)=[C:8]([CH:13]=1)[C:9]([O:11][CH3:12])=[O:10])(=[O:3])[CH3:2]. The yield is 0.710. (3) The reactants are Br[C:2]1[NH:3][C:4](=[O:11])[C:5]2[NH:6][CH:7]=[N:8][C:9]=2[N:10]=1.[C:12]1([SH:18])[CH:17]=[CH:16][CH:15]=[CH:14][CH:13]=1.C(N(C(C)C)CC)(C)C. The catalyst is CO. The product is [C:12]1([S:18][C:2]2[NH:3][C:4](=[O:11])[C:5]3[NH:6][CH:7]=[N:8][C:9]=3[N:10]=2)[CH:17]=[CH:16][CH:15]=[CH:14][CH:13]=1. The yield is 0.890. (4) The reactants are FC(F)(F)C([O-])=O.[CH2:8]([O:15][C:16]([N:18]([CH2:23][C:24]1[CH:29]=[C:28]([F:30])[C:27]([F:31])=[CH:26][C:25]=1[NH3+:32])[CH2:19][C:20](O)=[O:21])=[O:17])[C:9]1[CH:14]=[CH:13][CH:12]=[CH:11][CH:10]=1.C(Cl)CCl.C1C=CC2N(O)N=NC=2C=1.CCN(C(C)C)C(C)C. The catalyst is C(Cl)Cl.O. The product is [F:30][C:28]1[C:27]([F:31])=[CH:26][C:25]2[NH:32][C:20](=[O:21])[CH2:19][N:18]([C:16]([O:15][CH2:8][C:9]3[CH:14]=[CH:13][CH:12]=[CH:11][CH:10]=3)=[O:17])[CH2:23][C:24]=2[CH:29]=1. The yield is 0.600. (5) The reactants are [F:1][C:2]1[CH:3]=[C:4]([C:9]([C:11]2[C:20]([NH2:21])=[C:19]3[C:14]([CH:15]=[CH:16][CH:17]=[N:18]3)=[CH:13][CH:12]=2)=O)[CH:5]=[CH:6][C:7]=1[F:8].[CH3:22][NH:23][S:24](Cl)(=[O:26])=[O:25].[BH4-].[Na+]. The catalyst is N1C=CC=CC=1. The product is [F:1][C:2]1[CH:3]=[C:4]([CH:9]2[C:11]3[CH:12]=[CH:13][C:14]4[C:19](=[N:18][CH:17]=[CH:16][CH:15]=4)[C:20]=3[NH:21][S:24](=[O:26])(=[O:25])[N:23]2[CH3:22])[CH:5]=[CH:6][C:7]=1[F:8]. The yield is 0.470. (6) The reactants are I[C:2]1[C:10]2[C:5](=[N:6][CH:7]=[CH:8][N:9]=2)[O:4][C:3]=1[C:11]1[CH:16]=[CH:15][C:14]([C:17]2([NH:21][C:22](=[O:28])[O:23][C:24]([CH3:27])([CH3:26])[CH3:25])[CH2:20][CH2:19][CH2:18]2)=[CH:13][CH:12]=1.[C:29]1(P([C:29]2[CH:34]=[CH:33][CH:32]=[CH:31][CH:30]=2)[C:29]2[CH:34]=[CH:33][CH:32]=[CH:31][CH:30]=2)[CH:34]=[CH:33][CH:32]=[CH:31][CH:30]=1.[F-].[Cs+].C1(B(O)O)C=CC=CC=1. The catalyst is C(COC)OC.ClCCl.CC([O-])=O.CC([O-])=O.[Pd+2]. The product is [C:29]1([C:2]2[C:10]3[C:5](=[N:6][CH:7]=[CH:8][N:9]=3)[O:4][C:3]=2[C:11]2[CH:16]=[CH:15][C:14]([C:17]3([NH:21][C:22](=[O:28])[O:23][C:24]([CH3:27])([CH3:26])[CH3:25])[CH2:20][CH2:19][CH2:18]3)=[CH:13][CH:12]=2)[CH:34]=[CH:33][CH:32]=[CH:31][CH:30]=1. The yield is 0.550. (7) The reactants are F[C:2]1[CH:12]=[CH:11][CH:10]=[CH:9][C:3]=1[C:4]([O:6][CH2:7][CH3:8])=[O:5].[C:13](=[O:16])([O-])[O-:14].[K+].[K+].[OH:19][C:20]1[CH:25]=[CH:24][C:23]([C:26]2[CH:31]=[CH:30][CH:29]=[C:28]([CH2:32][N:33](C)[C:34](=O)OC(C)(C)C)[CH:27]=2)=[CH:22][CH:21]=1. The catalyst is CC(N(C)C)=O.O. The product is [C:3]([O:14][C:13]([CH2:34][NH:33][CH2:32][C:28]1[CH:27]=[C:26]([C:23]2[CH:24]=[CH:25][C:20]([O:19][C:2]3[CH:12]=[CH:11][CH:10]=[CH:9][C:3]=3[C:4]([O:6][CH2:7][CH3:8])=[O:5])=[CH:21][CH:22]=2)[CH:31]=[CH:30][CH:29]=1)=[O:16])([CH3:9])([CH3:4])[CH3:2]. The yield is 0.530. (8) The reactants are [CH3:1][C:2]([CH3:17])([CH3:16])[C:3]#[C:4][C:5]1[CH:11]=[C:10]([N+:12]([O-:14])=[O:13])[C:9]([F:15])=[CH:8][C:6]=1[NH2:7].CCN(CC)CC.[C:25](Cl)(=[O:29])[CH2:26][CH2:27][CH3:28].O. The catalyst is ClCCl. The product is [CH3:1][C:2]([CH3:17])([CH3:16])[C:3]#[C:4][C:5]1[CH:11]=[C:10]([N+:12]([O-:14])=[O:13])[C:9]([F:15])=[CH:8][C:6]=1[NH:7][C:25](=[O:29])[CH2:26][CH2:27][CH3:28]. The yield is 0.670. (9) The reactants are [Cl:1][C:2]1[CH:3]=[C:4]([NH:9][C:10](=[O:12])[CH3:11])[CH:5]=[C:6]([CH3:8])[CH:7]=1.[C:13](Cl)(=[O:15])[CH3:14].[Cl-].[Al+3].[Cl-].[Cl-]. The catalyst is C(=S)=S. The product is [C:13]([C:7]1[C:6]([CH3:8])=[CH:5][C:4]([NH:9][C:10](=[O:12])[CH3:11])=[CH:3][C:2]=1[Cl:1])(=[O:15])[CH3:14]. The yield is 0.850.